Dataset: Reaction yield outcomes from USPTO patents with 853,638 reactions. Task: Predict the reaction yield, written as a fraction of the theoretical maximum amount of product (1.0 means a 100% yield; for example, 0.34 means a 34% yield). (1) The reactants are [H-].[Na+].[CH:3]([O:6][C:7]1[CH:15]=[CH:14][C:13]([S:16]([CH3:19])(=[O:18])=[O:17])=[CH:12][C:8]=1[C:9]([NH2:11])=[O:10])([CH3:5])[CH3:4].Br[CH2:21][C:22]1[CH:27]=[CH:26][CH:25]=[C:24]([F:28])[C:23]=1[CH2:29]Br. The catalyst is CN(C=O)C. The product is [F:28][C:24]1[CH:25]=[CH:26][CH:27]=[C:22]2[C:23]=1[CH2:29][N:11]([C:9]([C:8]1[CH:12]=[C:13]([S:16]([CH3:19])(=[O:18])=[O:17])[CH:14]=[CH:15][C:7]=1[O:6][CH:3]([CH3:5])[CH3:4])=[O:10])[CH2:21]2. The yield is 0.270. (2) The reactants are C([C@@H]1COC(=O)N1[C:14](=[O:42])[C@H:15]([CH:39]1[CH2:41][CH2:40]1)[C@H:16]([C@H:25]1[CH2:29][O:28][C:27]([CH3:31])([CH3:30])[N:26]1[C:32]([O:34][C:35]([CH3:38])([CH3:37])[CH3:36])=[O:33])[O:17][Si:18]([C:21]([CH3:24])([CH3:23])[CH3:22])([CH3:20])[CH3:19])C1C=CC=CC=1.[Li+].[BH4-].[OH-].[Na+]. The catalyst is C1COCC1.CCO.CCOCC. The product is [Si:18]([O:17][C@@H:16]([C@H:25]1[CH2:29][O:28][C:27]([CH3:30])([CH3:31])[N:26]1[C:32]([O:34][C:35]([CH3:38])([CH3:37])[CH3:36])=[O:33])[C@@H:15]([CH:39]1[CH2:41][CH2:40]1)[CH2:14][OH:42])([C:21]([CH3:22])([CH3:23])[CH3:24])([CH3:20])[CH3:19]. The yield is 0.540.